From a dataset of Full USPTO retrosynthesis dataset with 1.9M reactions from patents (1976-2016). Predict the reactants needed to synthesize the given product. (1) Given the product [NH2:13][C:12]1[C:11]2[C:10](=[CH:9][C:8]([C:6]3[N:7]=[C:2]([NH2:1])[N:3]=[C:4]([NH:17][C:18]4([CH2:21][C:22]5[CH:23]=[CH:24][CH:25]=[CH:26][CH:27]=5)[CH2:20][CH2:19]4)[CH:5]=3)=[CH:15][CH:14]=2)[NH:30][N:29]=1, predict the reactants needed to synthesize it. The reactants are: [NH2:1][C:2]1[N:7]=[C:6]([C:8]2[CH:15]=[CH:14][C:11]([C:12]#[N:13])=[C:10](F)[CH:9]=2)[CH:5]=[C:4]([NH:17][C:18]2([CH2:21][C:22]3[CH:27]=[CH:26][CH:25]=[CH:24][CH:23]=3)[CH2:20][CH2:19]2)[N:3]=1.O.[NH2:29][NH2:30]. (2) Given the product [Si:1]([O:8][CH2:9][C:10]1[N:15]=[CH:14][C:13]2[N:16]=[CH:17][N:18]([C:19]3[S:23][C:22]([C:24]([NH2:38])=[O:26])=[C:21]([O:28][C@@H:29]([C:31]4[CH:36]=[CH:35][CH:34]=[CH:33][C:32]=4[F:37])[CH3:30])[CH:20]=3)[C:12]=2[CH:11]=1)([C:4]([CH3:7])([CH3:5])[CH3:6])([CH3:3])[CH3:2], predict the reactants needed to synthesize it. The reactants are: [Si:1]([O:8][CH2:9][C:10]1[N:15]=[CH:14][C:13]2[N:16]=[CH:17][N:18]([C:19]3[S:23][C:22]([C:24]([O:26]C)=O)=[C:21]([O:28][C@@H:29]([C:31]4[CH:36]=[CH:35][CH:34]=[CH:33][C:32]=4[F:37])[CH3:30])[CH:20]=3)[C:12]=2[CH:11]=1)([C:4]([CH3:7])([CH3:6])[CH3:5])([CH3:3])[CH3:2].[NH3:38]. (3) Given the product [Cl:38][C:39]1[CH:44]=[C:43]([NH:25][C:26]2[CH:36]=[CH:35][C:34]([F:37])=[CH:33][C:27]=2[C:28]([NH:30][O:31][CH3:32])=[O:29])[C:42]([C:46]([F:47])([F:48])[F:49])=[CH:41][N:40]=1, predict the reactants needed to synthesize it. The reactants are: NC1C=CC(F)=CC=1C(O)=O.FC1C=CC2NC(=O)OC(=O)C=2C=1.[NH2:25][C:26]1[CH:36]=[CH:35][C:34]([F:37])=[CH:33][C:27]=1[C:28]([NH:30][O:31][CH3:32])=[O:29].[Cl:38][C:39]1[CH:44]=[C:43](I)[C:42]([C:46]([F:49])([F:48])[F:47])=[CH:41][N:40]=1.CC1(C)C2C=CC=C(P(C3C=CC=CC=3)C3C=CC=CC=3)C=2OC2C1=CC=CC=2P(C1C=CC=CC=1)C1C=CC=CC=1.C(=O)([O-])[O-].[Cs+].[Cs+]. (4) Given the product [OH:3][C:2]([C:4]([F:7])([F:6])[F:5])=[O:1].[CH:37]1([CH2:40][N:29]2[CH2:30][CH2:31][CH2:32][CH:27]([CH2:26][C:21]3[C:20](=[O:33])[N:17]4[CH2:18][CH2:19][N:14]([CH2:13][C:12]5[CH:11]=[CH:10][C:9]([F:8])=[CH:36][CH:35]=5)[C:15](=[O:34])[C:16]4=[C:23]([OH:24])[C:22]=3[OH:25])[CH2:28]2)[CH2:39][CH2:38]1, predict the reactants needed to synthesize it. The reactants are: [OH:1][C:2]([C:4]([F:7])([F:6])[F:5])=[O:3].[F:8][C:9]1[CH:36]=[CH:35][C:12]([CH2:13][N:14]2[CH2:19][CH2:18][N:17]3[C:20](=[O:33])[C:21]([CH2:26][CH:27]4[CH2:32][CH2:31][CH2:30][NH:29][CH2:28]4)=[C:22]([OH:25])[C:23]([OH:24])=[C:16]3[C:15]2=[O:34])=[CH:11][CH:10]=1.[CH:37]1([CH:40]=O)[CH2:39][CH2:38]1.C([BH3-])#N.[Na+]. (5) Given the product [CH2:24]([O:25][C:2]1[C:11]2[C:6](=[CH:7][CH:8]=[CH:9][CH:10]=2)[CH:5]=[C:4]([NH:12][C:13]2[CH:17]=[CH:16][NH:15][N:14]=2)[N:3]=1)[C:18]1[CH:23]=[CH:22][CH:21]=[CH:20][CH:19]=1, predict the reactants needed to synthesize it. The reactants are: Cl[C:2]1[C:11]2[C:6](=[CH:7][CH:8]=[CH:9][CH:10]=2)[CH:5]=[C:4]([NH:12][C:13]2[CH:17]=[CH:16][NH:15][N:14]=2)[N:3]=1.[C:18]1([CH2:24][OH:25])[CH:23]=[CH:22][CH:21]=[CH:20][CH:19]=1.